Dataset: Tyrosyl-DNA phosphodiesterase HTS with 341,365 compounds. Task: Binary Classification. Given a drug SMILES string, predict its activity (active/inactive) in a high-throughput screening assay against a specified biological target. (1) The compound is Brc1c(nn(CC)c1)C(=O)NC(c1ccccc1)C. The result is 0 (inactive). (2) The result is 0 (inactive). The drug is Fc1cc(n2nc(c3c2n(CC(=O)Nc2c(CC)cccc2C)c(=O)cc3C)C)ccc1. (3) The drug is S(=O)(=O)(N1CCCCC1)c1cc2c(n(cc(c2=O)C(O)=O)C)cc1. The result is 0 (inactive). (4) The molecule is S(=O)(=O)(N(Cc1ccccc1)CC(=O)Nc1noc(c1)C)c1ccc(OC)cc1. The result is 0 (inactive). (5) The compound is S(=O)(=O)(N(CC)CC)c1cc(c2n(C(CC)C)c(=S)[nH]n2)ccc1. The result is 0 (inactive). (6) The compound is S(=O)(=O)(NCc1ccccc1)c1cc(ccc1)C(OCC(=O)NC(=O)c1n(ccc1)C)=O. The result is 0 (inactive). (7) The drug is S(C=1N(c2ccccc2)C(=O)C(/N1)=C\c1ccc(OC)cc1)CC(=O)Nc1noc(c1)C. The result is 0 (inactive). (8) The molecule is S(=O)(=O)(N(Cc1ccccc1)CC(OCC)=O)c1ccc(NC(=O)C)cc1. The result is 0 (inactive).